Dataset: Peptide-MHC class I binding affinity with 185,985 pairs from IEDB/IMGT. Task: Regression. Given a peptide amino acid sequence and an MHC pseudo amino acid sequence, predict their binding affinity value. This is MHC class I binding data. (1) The peptide sequence is IMMNERDVSV. The MHC is HLA-A02:01 with pseudo-sequence YFAMYGEKVAHTHVDTLYVRYHYYTWAVLAYTWY. The binding affinity (normalized) is 1.00. (2) The peptide sequence is ELFDKDTFFK. The MHC is HLA-A03:01 with pseudo-sequence HLA-A03:01. The binding affinity (normalized) is 0.541.